This data is from NCI-60 drug combinations with 297,098 pairs across 59 cell lines. The task is: Regression. Given two drug SMILES strings and cell line genomic features, predict the synergy score measuring deviation from expected non-interaction effect. (1) Drug 1: CN(C)C1=NC(=NC(=N1)N(C)C)N(C)C. Drug 2: CC1=C(N=C(N=C1N)C(CC(=O)N)NCC(C(=O)N)N)C(=O)NC(C(C2=CN=CN2)OC3C(C(C(C(O3)CO)O)O)OC4C(C(C(C(O4)CO)O)OC(=O)N)O)C(=O)NC(C)C(C(C)C(=O)NC(C(C)O)C(=O)NCCC5=NC(=CS5)C6=NC(=CS6)C(=O)NCCC[S+](C)C)O. Cell line: SNB-19. Synergy scores: CSS=5.91, Synergy_ZIP=0.173, Synergy_Bliss=2.05, Synergy_Loewe=-26.0, Synergy_HSA=-2.52. (2) Drug 1: CC1C(C(=O)NC(C(=O)N2CCCC2C(=O)N(CC(=O)N(C(C(=O)O1)C(C)C)C)C)C(C)C)NC(=O)C3=C4C(=C(C=C3)C)OC5=C(C(=O)C(=C(C5=N4)C(=O)NC6C(OC(=O)C(N(C(=O)CN(C(=O)C7CCCN7C(=O)C(NC6=O)C(C)C)C)C)C(C)C)C)N)C. Drug 2: CCC1(CC2CC(C3=C(CCN(C2)C1)C4=CC=CC=C4N3)(C5=C(C=C6C(=C5)C78CCN9C7C(C=CC9)(C(C(C8N6C)(C(=O)OC)O)OC(=O)C)CC)OC)C(=O)OC)O.OS(=O)(=O)O. Cell line: NCIH23. Synergy scores: CSS=0.253, Synergy_ZIP=0.380, Synergy_Bliss=0.598, Synergy_Loewe=-0.625, Synergy_HSA=-0.252. (3) Drug 1: CC12CCC3C(C1CCC2=O)CC(=C)C4=CC(=O)C=CC34C. Drug 2: CC1=C2C(C(=O)C3(C(CC4C(C3C(C(C2(C)C)(CC1OC(=O)C(C(C5=CC=CC=C5)NC(=O)OC(C)(C)C)O)O)OC(=O)C6=CC=CC=C6)(CO4)OC(=O)C)O)C)O. Cell line: SN12C. Synergy scores: CSS=45.2, Synergy_ZIP=-6.77, Synergy_Bliss=-7.23, Synergy_Loewe=-9.14, Synergy_HSA=-2.88. (4) Drug 1: CN(CCCl)CCCl.Cl. Drug 2: C1=NNC2=C1C(=O)NC=N2. Cell line: TK-10. Synergy scores: CSS=11.0, Synergy_ZIP=-5.35, Synergy_Bliss=-0.632, Synergy_Loewe=-9.82, Synergy_HSA=-1.30. (5) Drug 1: CC1CCC2CC(C(=CC=CC=CC(CC(C(=O)C(C(C(=CC(C(=O)CC(OC(=O)C3CCCCN3C(=O)C(=O)C1(O2)O)C(C)CC4CCC(C(C4)OC)O)C)C)O)OC)C)C)C)OC. Drug 2: C1=CC=C(C=C1)NC(=O)CCCCCCC(=O)NO. Cell line: RPMI-8226. Synergy scores: CSS=30.8, Synergy_ZIP=-2.01, Synergy_Bliss=-0.701, Synergy_Loewe=-5.62, Synergy_HSA=-1.29. (6) Drug 1: CC1=C2C(C(=O)C3(C(CC4C(C3C(C(C2(C)C)(CC1OC(=O)C(C(C5=CC=CC=C5)NC(=O)OC(C)(C)C)O)O)OC(=O)C6=CC=CC=C6)(CO4)OC(=O)C)OC)C)OC. Drug 2: C1=C(C(=O)NC(=O)N1)F. Cell line: HOP-62. Synergy scores: CSS=45.6, Synergy_ZIP=-3.91, Synergy_Bliss=-5.45, Synergy_Loewe=0.172, Synergy_HSA=2.02.